Dataset: Full USPTO retrosynthesis dataset with 1.9M reactions from patents (1976-2016). Task: Predict the reactants needed to synthesize the given product. (1) Given the product [Cl:31][C:7]1[CH:8]=[CH:9][C:4]([O:3][P:1]([NH:32][C@@H:33]([CH3:43])[C:34]([O:36][CH:37]2[CH2:42][CH2:41][CH2:40][CH2:39][CH2:38]2)=[O:35])([O:19][C:18]2[C:13]([F:12])=[C:14]([F:23])[C:15]([F:22])=[C:16]([F:21])[C:17]=2[F:20])=[O:2])=[CH:5][CH:6]=1, predict the reactants needed to synthesize it. The reactants are: [P:1](Cl)(Cl)([O:3][C:4]1[CH:9]=[CH:8][CH:7]=[CH:6][CH:5]=1)=[O:2].[F:12][C:13]1[C:18]([OH:19])=[C:17]([F:20])[C:16]([F:21])=[C:15]([F:22])[C:14]=1[F:23].CCN(CC)CC.[ClH:31].[NH2:32][C@@H:33]([CH3:43])[C:34]([O:36][CH:37]1[CH2:42][CH2:41][CH2:40][CH2:39][CH2:38]1)=[O:35]. (2) Given the product [CH3:13][O:14][C:15]1[CH:16]=[C:17]([CH:20]=[CH:21][CH:22]=1)[C:18]([NH:1][C:2]1[CH:7]=[CH:6][CH:5]=[CH:4][C:3]=1[CH3:8])=[O:27], predict the reactants needed to synthesize it. The reactants are: [NH2:1][C:2]1[C:3]([CH3:8])=[CH:4][CH:5]=[CH:6][CH:7]=1.C[Al](C)C.[CH3:13][O:14][C:15]1[CH:16]=[C:17]([CH:20]=[CH:21][CH:22]=1)[C:18]#N.ClCCl.C[OH:27]. (3) Given the product [NH2:22][C:7]1[N:6]2[N:5]=[C:4]([CH2:3][C:35]3[CH2:34][N:33]([C:36]([O:38][C:39]([CH3:42])([CH3:41])[CH3:40])=[O:37])[CH2:32][CH:31]=3)[N:16]=[C:15]2[C:14]2[C:9](=[C:10]3[O:19][C:18]([F:21])([F:20])[O:17][C:11]3=[CH:12][CH:13]=2)[N:8]=1, predict the reactants needed to synthesize it. The reactants are: Cl.Cl[CH2:3][C:4]1[N:16]=[C:15]2[N:6]([C:7]([NH2:22])=[N:8][C:9]3[C:14]2=[CH:13][CH:12]=[C:11]2[O:17][C:18]([F:21])([F:20])[O:19][C:10]=32)[N:5]=1.CC1(C)C(C)(C)OB([C:31]2[CH2:32][N:33]([C:36]([O:38][C:39]([CH3:42])([CH3:41])[CH3:40])=[O:37])[CH2:34][CH:35]=2)O1.C(=O)([O-])[O-].[K+].[K+].